Predict the reactants needed to synthesize the given product. From a dataset of Full USPTO retrosynthesis dataset with 1.9M reactions from patents (1976-2016). (1) Given the product [C:1]([O:5][C@@H:6]([C:12]1[C:13]([CH3:34])=[N:14][C:15]([CH3:33])=[C:16]([C:26]2[CH:27]=[CH:28][C:29]([O:32][CH2:41][C:38]3[S:37][C:36]([Cl:35])=[N:40][CH:39]=3)=[CH:30][CH:31]=2)[C:17]=1[N:18]1[CH2:19][CH2:20][C:21]([CH3:25])([CH3:24])[CH2:22][CH2:23]1)[C:7]([OH:9])=[O:8])([CH3:3])([CH3:2])[CH3:4], predict the reactants needed to synthesize it. The reactants are: [C:1]([O:5][C@@H:6]([C:12]1[C:13]([CH3:34])=[N:14][C:15]([CH3:33])=[C:16]([C:26]2[CH:31]=[CH:30][C:29]([OH:32])=[CH:28][CH:27]=2)[C:17]=1[N:18]1[CH2:23][CH2:22][C:21]([CH3:25])([CH3:24])[CH2:20][CH2:19]1)[C:7]([O:9]CC)=[O:8])([CH3:4])([CH3:3])[CH3:2].[Cl:35][C:36]1[S:37][C:38]([CH2:41]O)=[CH:39][N:40]=1.C1C=CC(P(C2C=CC=CC=2)C2C=CC=CC=2)=CC=1.CCOC(/N=N/C(OCC)=O)=O.[OH-].[Na+]. (2) Given the product [CH3:12][C:13]([OH:14])([CH3:16])[CH2:15][O:11][C:3]1[CH:4]=[CH:5][C:6]([N+:8]([O-:10])=[O:9])=[CH:7][C:2]=1[CH3:1], predict the reactants needed to synthesize it. The reactants are: [CH3:1][C:2]1[CH:7]=[C:6]([N+:8]([O-:10])=[O:9])[CH:5]=[CH:4][C:3]=1[OH:11].[CH3:12][C:13]1([CH3:16])[CH2:15][O:14]1.C([O-])([O-])=O.[K+].[K+]. (3) Given the product [NH2:23][C:6]1[CH:5]=[C:4]([Cl:26])[C:3]([O:2][CH3:1])=[CH:8][C:7]=1[NH:9][CH:10]1[CH2:11][CH2:12][N:13]([C:16]([O:18][C:19]([CH3:22])([CH3:21])[CH3:20])=[O:17])[CH2:14][CH2:15]1, predict the reactants needed to synthesize it. The reactants are: [CH3:1][O:2][C:3]1[C:4]([Cl:26])=[CH:5][C:6]([N+:23]([O-])=O)=[C:7]([NH:9][CH:10]2[CH2:15][CH2:14][N:13]([C:16]([O:18][C:19]([CH3:22])([CH3:21])[CH3:20])=[O:17])[CH2:12][CH2:11]2)[CH:8]=1.O.NN. (4) The reactants are: [CH3:1][O:2][C:3]1[CH:8]=[C:7](Cl)[CH:6]=[CH:5][C:4]=1[N+:10]([O-:12])=[O:11].[H-].[Na+].[CH2:15]([C:21]([O:23][CH2:24][CH3:25])=[O:22])[C:16]([O:18][CH2:19][CH3:20])=[O:17].Cl. Given the product [CH3:1][O:2][C:3]1[CH:8]=[C:7]([CH:15]([C:16]([O:18][CH2:19][CH3:20])=[O:17])[C:21]([O:23][CH2:24][CH3:25])=[O:22])[CH:6]=[CH:5][C:4]=1[N+:10]([O-:12])=[O:11], predict the reactants needed to synthesize it. (5) Given the product [F:14][C:11]1[CH:10]=[CH:9][C:8]([CH2:7][N:6]2[C:4](=[O:5])[C:3]3[C:2](=[CH:18][CH:17]=[C:16]([I:19])[CH:15]=3)[NH:1][C:20]2=[O:21])=[CH:13][CH:12]=1, predict the reactants needed to synthesize it. The reactants are: [NH2:1][C:2]1[CH:18]=[CH:17][C:16]([I:19])=[CH:15][C:3]=1[C:4]([NH:6][CH2:7][C:8]1[CH:13]=[CH:12][C:11]([F:14])=[CH:10][CH:9]=1)=[O:5].[C:20](N1C=CN=C1)(N1C=CN=C1)=[O:21].